From a dataset of Drug-target binding data from BindingDB using IC50 measurements. Regression. Given a target protein amino acid sequence and a drug SMILES string, predict the binding affinity score between them. We predict pIC50 (pIC50 = -log10(IC50 in M); higher means more potent). Dataset: bindingdb_ic50. The compound is O=C1/C(=C/c2ccc(O)c(Br)c2)CN(Cc2ccccc2)C/C1=C\c1ccc(O)c(Br)c1. The target protein (Q86X55) has sequence MAAAAAAVGPGAGGAGSAVPGGAGPCATVSVFPGARLLTIGDANGEIQRHAEQQALRLEVRAGPDSAGIALYSHEDVCVFKCSVSRETECSRVGKQSFIITLGCNSVLIQFATPNDFCSFYNILKTCRGHTLERSVFSERTEESSAVQYFQFYGYLSQQQNMMQDYVRTGTYQRAILQNHTDFKDKIVLDVGCGSGILSFFAAQAGARKIYAVEASTMAQHAEVLVKSNNLTDRIVVIPGKVEEVSLPEQVDIIISEPMGYMLFNERMLESYLHAKKYLKPSGNMFPTIGDVHLAPFTDEQLYMEQFTKANFWYQPSFHGVDLSALRGAAVDEYFRQPVVDTFDIRILMAKSVKYTVNFLEAKEGDLHRIEIPFKFHMLHSGLVHGLAFWFDVAFIGSIMTVWLSTAPTEPLTHWYQVRCLFQSPLFAKAGDTLSGTCLLIANKRQSYDISIVAQVDQTGSKSSNLLDLKNPFFRYTGTTPSPPPGSHYTSPSENMWNTG.... The pIC50 is 5.1.